Dataset: Orexin1 receptor HTS with 218,158 compounds and 233 confirmed actives. Task: Binary Classification. Given a drug SMILES string, predict its activity (active/inactive) in a high-throughput screening assay against a specified biological target. (1) The compound is Clc1cc(NC(=O)c2noc(C(C)C)c2[N+]([O-])=O)ccc1. The result is 0 (inactive). (2) The drug is o1nc(nc1COC(=O)c1occc1)c1cc(OC)c(OC)cc1. The result is 0 (inactive). (3) The compound is Clc1cc(C(=O)NNC(=O)c2cc3nc4n(CCC4)c(=O)c3cc2)ccc1. The result is 0 (inactive). (4) The compound is O=C(Nc1ccc(NC(=O)CC)nc1)Cc1ccccc1. The result is 0 (inactive). (5) The drug is S=C(N(Cc1cc2c([nH]c1=O)cc1OCCOc1c2)CCO)NCCCC. The result is 0 (inactive).